From a dataset of Reaction yield outcomes from USPTO patents with 853,638 reactions. Predict the reaction yield, written as a fraction of the theoretical maximum amount of product (1.0 means a 100% yield; for example, 0.34 means a 34% yield). (1) The reactants are [NH2:1][CH2:2][C:3]1[CH:24]=[C:23]([F:25])[CH:22]=[CH:21][C:4]=1[O:5][C:6]1[CH:7]=[C:8]2[C:12](=[CH:13][CH:14]=1)[N:11]([CH2:15][C:16]([N:18]([CH3:20])[CH3:19])=[O:17])[N:10]=[CH:9]2.ClC(Cl)(Cl)C[O:29][C:30](=O)[NH:31][C:32]1[N:33]([C:41]2[CH:46]=[CH:45][C:44]([CH3:47])=[CH:43][CH:42]=2)[N:34]=[C:35]([C:37]([CH3:40])([CH3:39])[CH3:38])[CH:36]=1.CCN(C(C)C)C(C)C.CO. The catalyst is CN(C=O)C.ClCCl. The product is [C:37]([C:35]1[CH:36]=[C:32]([NH:31][C:30](=[O:29])[NH:1][CH2:2][C:3]2[CH:24]=[C:23]([F:25])[CH:22]=[CH:21][C:4]=2[O:5][C:6]2[CH:7]=[C:8]3[C:12](=[CH:13][CH:14]=2)[N:11]([CH2:15][C:16]([N:18]([CH3:20])[CH3:19])=[O:17])[N:10]=[CH:9]3)[N:33]([C:41]2[CH:46]=[CH:45][C:44]([CH3:47])=[CH:43][CH:42]=2)[N:34]=1)([CH3:40])([CH3:38])[CH3:39]. The yield is 0.360. (2) The catalyst is ClCCl.C(=O)(O)[O-].[Na+]. The product is [Cl:24][CH:7]([C:1]1[CH:6]=[CH:5][CH:4]=[CH:3][CH:2]=1)[CH2:8][CH3:9]. The yield is 0.540. The reactants are [C:1]1([CH:7](O)[CH2:8][CH3:9])[CH:6]=[CH:5][CH:4]=[CH:3][CH:2]=1.C(N(C(C)C)C(C)C)C.CS([Cl:24])(=O)=O.